From a dataset of Reaction yield outcomes from USPTO patents with 853,638 reactions. Predict the reaction yield, written as a fraction of the theoretical maximum amount of product (1.0 means a 100% yield; for example, 0.34 means a 34% yield). (1) The reactants are [CH3:1][O:2][C:3]([C:5]1[S:6][C:7]([CH2:11][OH:12])=[CH:8][C:9]=1[Cl:10])=[O:4].I(O)(=O)(=O)=[O:14]. The catalyst is CC#N.CCOC(C)=O.C1C=C[NH+]=CC=1.[O-][Cr](Cl)(=O)=O. The product is [CH3:1][O:2][C:3]([C:5]1[S:6][C:7]([C:11]([OH:14])=[O:12])=[CH:8][C:9]=1[Cl:10])=[O:4]. The yield is 0.860. (2) The reactants are [OH:1][C:2]1[C:7]2[C@@:8]3([OH:45])[C@@:21]([O:25][CH3:26])([C@H:22]([OH:24])[CH2:23][C:6]=2[CH:5]=[C:4]([CH3:46])[C:3]=1[C:47]([O:49][CH3:50])=[O:48])[C:20](=[O:27])[C:19]1[C:10](=[CH:11][C:12]2[C:13](=[O:43])[C:14]([NH:30][C@@H:31]4[C@H:36]([O:37][CH3:38])[C@H:35]([OH:39])[C@@H:34]([O:40][CH3:41])[C@H:33]([CH3:42])[O:32]4)=[CH:15][C:16](=[O:29])[C:17]=2[C:18]=1[OH:28])[C:9]3=[O:44].O.[N+:52]([O-])([OH:54])=[O:53]. The catalyst is C(#N)C. The product is [OH:1][C:2]1[C:7]2[C@@:8]3([OH:45])[C@@:21]([O:25][CH3:26])([C@H:22]([OH:24])[CH2:23][C:6]=2[C:5]([N+:52]([O-:54])=[O:53])=[C:4]([CH3:46])[C:3]=1[C:47]([O:49][CH3:50])=[O:48])[C:20](=[O:27])[C:19]1[C:10](=[CH:11][C:12]2[C:13](=[O:43])[C:14]([NH:30][C@@H:31]4[C@H:36]([O:37][CH3:38])[C@H:35]([OH:39])[C@@H:34]([O:40][CH3:41])[C@H:33]([CH3:42])[O:32]4)=[CH:15][C:16](=[O:29])[C:17]=2[C:18]=1[OH:28])[C:9]3=[O:44]. The yield is 0.330. (3) The reactants are [CH:1]([N:4]1[C:12]2[CH:11]=[C:10]([NH:13][C:14]3[CH:19]=[CH:18][N:17]=[C:16]([C:20]#[N:21])[N:15]=3)[N:9]=[CH:8][C:7]=2[N:6]=[C:5]1[CH3:22])([CH3:3])[CH3:2].CS(C)=[O:25].C(=O)([O-])[O-].[K+].[K+].OO. The catalyst is O. The product is [CH:1]([N:4]1[C:12]2[CH:11]=[C:10]([NH:13][C:14]3[CH:19]=[CH:18][N:17]=[C:16]([C:20]([NH2:21])=[O:25])[N:15]=3)[N:9]=[CH:8][C:7]=2[N:6]=[C:5]1[CH3:22])([CH3:3])[CH3:2]. The yield is 1.00.